This data is from Catalyst prediction with 721,799 reactions and 888 catalyst types from USPTO. The task is: Predict which catalyst facilitates the given reaction. (1) Reactant: Cl.Cl.[NH:3]1[CH2:8][CH2:7][CH:6]([N:9]2[C:17]3[C:12](=[N:13][CH:14]=[CH:15][CH:16]=3)[NH:11][C:10]2=[O:18])[CH2:5][CH2:4]1.Cl[C:20]1[N:25]=[CH:24][N:23]=[C:22]([O:26][C:27]2[CH:37]=[C:36]([CH3:38])[C:30]3[N:31]([CH3:35])[C:32](=[O:34])[O:33][C:29]=3[CH:28]=2)[CH:21]=1.CCN(C(C)C)C(C)C. The catalyst class is: 3. Product: [CH3:35][N:31]1[C:30]2[C:36]([CH3:38])=[CH:37][C:27]([O:26][C:22]3[N:23]=[CH:24][N:25]=[C:20]([N:3]4[CH2:4][CH2:5][CH:6]([N:9]5[C:17]6[C:12](=[N:13][CH:14]=[CH:15][CH:16]=6)[NH:11][C:10]5=[O:18])[CH2:7][CH2:8]4)[CH:21]=3)=[CH:28][C:29]=2[O:33][C:32]1=[O:34]. (2) Reactant: [N+:1]([C:4]1[CH:9]=[CH:8][C:7]([C:10]2[N:11]=[CH:12][NH:13][CH:14]=2)=[CH:6][CH:5]=1)([O-])=O.[H][H]. Product: [NH:13]1[CH:14]=[C:10]([C:7]2[CH:8]=[CH:9][C:4]([NH2:1])=[CH:5][CH:6]=2)[N:11]=[CH:12]1. The catalyst class is: 19. (3) The catalyst class is: 11. Reactant: [CH3:1][O:2][C:3]1[CH:4]=[C:5]2[C:10](=[CH:11][C:12]=1[O:13][CH3:14])[N:9]=[CH:8][CH:7]=[C:6]2[O:15][C:16]1[CH:22]=[CH:21][C:19]([NH2:20])=[C:18]([F:23])[CH:17]=1.C(O)C.[CH3:27][C:28]1[CH:29]=[C:30]([C:34]([N:36]=[C:37]=[S:38])=[O:35])[CH:31]=[CH:32][CH:33]=1. Product: [CH3:1][O:2][C:3]1[CH:4]=[C:5]2[C:10](=[CH:11][C:12]=1[O:13][CH3:14])[N:9]=[CH:8][CH:7]=[C:6]2[O:15][C:16]1[CH:22]=[CH:21][C:19]([NH:20][C:37]([NH:36][C:34](=[O:35])[C:30]2[CH:31]=[CH:32][CH:33]=[C:28]([CH3:27])[CH:29]=2)=[S:38])=[C:18]([F:23])[CH:17]=1. (4) Reactant: [CH3:1][N:2]([CH:4](OC)OC)[CH3:3].[CH3:9][C:10]1[N:15]=[C:14]([C:16]#[C:17][C:18]2[CH:23]=[CH:22][CH:21]=[CH:20][CH:19]=2)[C:13]([NH2:24])=[CH:12][CH:11]=1. Product: [CH3:1][N:2]([CH3:3])[CH:4]=[N:24][C:13]1[C:14]([C:16]#[C:17][C:18]2[CH:19]=[CH:20][CH:21]=[CH:22][CH:23]=2)=[N:15][C:10]([CH3:9])=[CH:11][CH:12]=1. The catalyst class is: 11. (5) Reactant: Br[CH2:2][C:3]1[N:7]([C:8]2[CH:13]=[CH:12][C:11]([N+:14]([O-:16])=[O:15])=[CH:10][CH:9]=2)[N:6]=[C:5]([NH:17][C:18]([CH3:21])([CH3:20])[CH3:19])[C:4]=1[C:22]([O:24][CH2:25][CH3:26])=[O:23].[CH3:27][NH:28][CH3:29]. Product: [C:18]([NH:17][C:5]1[C:4]([C:22]([O:24][CH2:25][CH3:26])=[O:23])=[C:3]([CH2:2][N:28]([CH3:29])[CH3:27])[N:7]([C:8]2[CH:13]=[CH:12][C:11]([N+:14]([O-:16])=[O:15])=[CH:10][CH:9]=2)[N:6]=1)([CH3:21])([CH3:20])[CH3:19]. The catalyst class is: 1. (6) Reactant: [OH-].[K+].[CH3:3]C1C=CC(S(N(N=O)C)(=O)=O)=CC=1.C(O)CO.CCOCC.[NH:26]1[C:30]2[CH:31]=[C:32]([N:35]3[CH:39]([C:40]4[CH:45]=[CH:44][C:43]([O:46][CH:47]5[CH2:52][CH2:51][CH2:50][CH2:49][CH2:48]5)=[CH:42][CH:41]=4)[C:38]([CH3:53])=[C:37]([OH:54])[C:36]3=[O:55])[CH:33]=[CH:34][C:29]=2[N:28]=[CH:27]1. Product: [NH:26]1[C:30]2[CH:31]=[C:32]([N:35]3[CH:39]([C:40]4[CH:41]=[CH:42][C:43]([O:46][CH:47]5[CH2:52][CH2:51][CH2:50][CH2:49][CH2:48]5)=[CH:44][CH:45]=4)[C:38]([CH3:53])=[C:37]([O:54][CH3:3])[C:36]3=[O:55])[CH:33]=[CH:34][C:29]=2[N:28]=[CH:27]1. The catalyst class is: 5. (7) Reactant: [NH2:1][C:2]1[C:7]([F:8])=[C:6](Cl)[N:5]=[C:4]([C:10]([O:12][CH3:13])=[O:11])[C:3]=1[O:14][CH3:15].[Cl:16][C:17]1[CH:22]=[CH:21][C:20](B2OC(C)(C)C(C)(C)O2)=[C:19]([F:32])[C:18]=1[CH:33]([F:35])[CH3:34].[F-].[K+].CC#N. Product: [NH2:1][C:2]1[C:7]([F:8])=[C:6]([C:20]2[CH:21]=[CH:22][C:17]([Cl:16])=[C:18]([CH:33]([F:35])[CH3:34])[C:19]=2[F:32])[N:5]=[C:4]([C:10]([O:12][CH3:13])=[O:11])[C:3]=1[O:14][CH3:15]. The catalyst class is: 189. (8) Reactant: Cl[C:2]1[N:7]=[C:6]([NH:8][C@H:9]([C:13]2[CH:14]=[N:15][CH:16]=[CH:17][CH:18]=2)[CH2:10][CH2:11][CH3:12])[CH:5]=[N:4][CH:3]=1.[C:19](=[O:22])([O-])[O-].[Na+].[Na+].[C:25]([O:28][CH2:29][CH3:30])(=O)C. Product: [CH3:25][O:28][C:29]1[CH:30]=[C:12]([C:2]2[CH:3]=[N:4][CH:5]=[C:6]([NH:8][C@H:9]([C:13]3[CH:14]=[N:15][CH:16]=[CH:17][CH:18]=3)[CH2:10][CH2:11][CH3:12])[N:7]=2)[CH:11]=[CH:10][C:9]=1[NH:8][C:19]([NH:4][CH2:3][CH3:2])=[O:22]. The catalyst class is: 73. (9) Reactant: [N:1]1([C:7]([O:9][C:10]([CH3:13])([CH3:12])[CH3:11])=[O:8])[CH2:6][CH2:5][NH:4][CH2:3][CH2:2]1.C(N(CC)CC)C.[C:21]1([O:27][C:28](Cl)=[O:29])[CH:26]=[CH:25][CH:24]=[CH:23][CH:22]=1.O. Product: [C:21]1([O:27][C:28]([N:4]2[CH2:5][CH2:6][N:1]([C:7]([O:9][C:10]([CH3:13])([CH3:12])[CH3:11])=[O:8])[CH2:2][CH2:3]2)=[O:29])[CH:26]=[CH:25][CH:24]=[CH:23][CH:22]=1. The catalyst class is: 4. (10) Reactant: [C:1]([C:4]1[C:5]([NH:25][C:26]2[CH:31]=[CH:30][CH:29]=[CH:28][C:27]=2[NH:32]C(=O)OC(C)(C)C)=[N:6][C:7]([NH:10][C:11]2[CH:16]=[CH:15][C:14]([N:17]3[CH2:22][CH2:21][O:20][CH2:19][CH2:18]3)=[CH:13][C:12]=2[O:23][CH3:24])=[N:8][CH:9]=1)(=[O:3])[CH3:2].CO. Product: [NH2:32][C:27]1[CH:28]=[CH:29][CH:30]=[CH:31][C:26]=1[NH:25][C:5]1[C:4]([C:1](=[O:3])[CH3:2])=[CH:9][N:8]=[C:7]([NH:10][C:11]2[CH:16]=[CH:15][C:14]([N:17]3[CH2:22][CH2:21][O:20][CH2:19][CH2:18]3)=[CH:13][C:12]=2[O:23][CH3:24])[N:6]=1. The catalyst class is: 157.